From a dataset of Forward reaction prediction with 1.9M reactions from USPTO patents (1976-2016). Predict the product of the given reaction. (1) Given the reactants [NH2:1][C:2]1[CH:11]=[CH:10][C:5]([C:6]([O:8][CH3:9])=[O:7])=[CH:4][CH:3]=1.Br[C:13]1[CH:21]=[CH:20][CH:19]=[CH:18][C:14]=1[C:15](Cl)=[O:16], predict the reaction product. The product is: [CH2:11]([N:1]1[C:15](=[O:16])[C:14]2[C:18](=[CH:19][CH:20]=[CH:21][CH:13]=2)[C:11]2[CH:10]=[C:5]([C:6]([O:8][CH3:9])=[O:7])[CH:4]=[CH:3][C:2]1=2)[CH2:2][CH2:3][CH3:4]. (2) Given the reactants C(OC(=O)[NH:7][C@H:8]1[CH2:13][C@@H:12]([C:14]2[CH:19]=[CH:18][CH:17]=[C:16](Cl)[CH:15]=2)[C@@H:11]([CH3:21])[N:10]([CH2:22][C:23]([F:26])([F:25])[F:24])[C:9]1=[O:27])(C)(C)C, predict the reaction product. The product is: [NH2:7][C@H:8]1[CH2:13][C@@H:12]([C:14]2[CH:19]=[CH:18][CH:17]=[CH:16][CH:15]=2)[C@@H:11]([CH3:21])[N:10]([CH2:22][C:23]([F:24])([F:25])[F:26])[C:9]1=[O:27]. (3) Given the reactants [CH2:1](OC1C=CC(S(N2CCN(C)CC2)(=O)=O)=CC=1C1NC(=O)C2N(C)N=C(CCC)C=2N=1)[CH3:2].C1(CNC2C3C(=CC=C(Cl)C=3)N=C(N3C=CN=C3)N=2)C=CC=CC=1.C1(CNC2C3C(=CC=C(Cl)C=3)N=C(C3C=NC=CC=3)N=2)C=CC=CC=1.[CH:83]1([N:88]2[C:92]3=[N:93][C:94]([C:98]4[CH:103]=[CH:102][N:101]=[CH:100][C:99]=4[O:104][CH2:105][CH3:106])=[N:95][C:96](=[O:97])[C:91]3=[C:90]([CH2:107][CH3:108])[NH:89]2)[CH2:87][CH2:86][CH2:85][CH2:84]1, predict the reaction product. The product is: [CH:83]1([N:88]2[C:92]3=[N:93][C:94]([C:98]4[CH:103]=[CH:102][N:101]=[CH:100][C:99]=4[O:104][CH:105]([CH2:1][CH3:2])[CH3:106])=[N:95][C:96](=[O:97])[C:91]3=[C:90]([CH2:107][CH3:108])[NH:89]2)[CH2:84][CH2:85][CH2:86][CH2:87]1. (4) Given the reactants C([O:8][C:9]1[N:14]=[C:13]2[N:15]([CH:18]3[CH2:24][CH2:23][CH2:22][CH2:21][CH2:20][C:19]3([F:26])[F:25])[CH:16]=[N:17][C:12]2=[CH:11][CH:10]=1)C1C=CC=CC=1.Cl, predict the reaction product. The product is: [F:26][C:19]1([F:25])[CH2:20][CH2:21][CH2:22][CH2:23][CH2:24][CH:18]1[N:15]1[C:13]2=[N:14][C:9]([OH:8])=[CH:10][CH:11]=[C:12]2[N:17]=[CH:16]1. (5) Given the reactants [Br:1][C:2]1[C:3]([CH3:20])=[C:4]([N:8]2[CH2:16][C:15]3[C:10](=[CH:11][CH:12]=[C:13]([O:17]C)[CH:14]=3)[C:9]2=[O:19])[CH:5]=[CH:6][CH:7]=1.B(Br)(Br)Br, predict the reaction product. The product is: [Br:1][C:2]1[C:3]([CH3:20])=[C:4]([N:8]2[CH2:16][C:15]3[C:10](=[CH:11][CH:12]=[C:13]([OH:17])[CH:14]=3)[C:9]2=[O:19])[CH:5]=[CH:6][CH:7]=1. (6) The product is: [NH2:53][CH2:52][CH2:51][O:50][CH2:49][CH2:48][O:47][CH2:46][CH2:45][O:44][CH2:43][CH2:42][O:41][CH2:40][CH2:39][O:38][CH2:37][CH2:36][O:35][CH2:34][CH2:33][CH2:32][C:29]1[CH:30]=[CH:31][C:26]([S:23]([CH2:22][C:20]2[N:21]=[C:17]([C:14]3[CH:13]=[CH:12][C:11]([C:9]([NH:8][CH2:1][C:2]4[CH:7]=[CH:6][CH:5]=[CH:4][CH:3]=4)=[O:10])=[CH:16][CH:15]=3)[O:18][C:19]=2[CH3:61])(=[O:24])=[O:25])=[CH:27][CH:28]=1. Given the reactants [CH2:1]([NH:8][C:9]([C:11]1[CH:16]=[CH:15][C:14]([C:17]2[O:18][C:19]([CH3:61])=[C:20]([CH2:22][S:23]([C:26]3[CH:31]=[CH:30][C:29]([CH2:32][CH2:33][CH2:34][O:35][CH2:36][CH2:37][O:38][CH2:39][CH2:40][O:41][CH2:42][CH2:43][O:44][CH2:45][CH2:46][O:47][CH2:48][CH2:49][O:50][CH2:51][CH2:52][NH:53]C(=O)OC(C)(C)C)=[CH:28][CH:27]=3)(=[O:25])=[O:24])[N:21]=2)=[CH:13][CH:12]=1)=[O:10])[C:2]1[CH:7]=[CH:6][CH:5]=[CH:4][CH:3]=1.C(Cl)Cl, predict the reaction product. (7) Given the reactants [C:1]([O:5][C:6]([N:8]1[CH2:13][C@H:12]([O:14][CH2:15][C:16]2[CH:25]=[C:24]([O:26][CH3:27])[C:23]3[C:18](=[CH:19][CH:20]=[CH:21][CH:22]=3)[CH:17]=2)[C@@H:11]([C:28]2[CH:33]=[CH:32][C:31]([O:34][CH2:35][CH2:36][CH2:37][O:38][C:39]3[CH:44]=[CH:43][CH:42]=[CH:41][C:40]=3[C:45]#[N:46])=[CH:30][CH:29]=2)[C@H:10]([O:47][CH2:48][C@H:49]([OH:62])[CH2:50]OS(C2C=CC(C)=CC=2)(=O)=O)[CH2:9]1)=[O:7])([CH3:4])([CH3:3])[CH3:2].[OH-].[Na+], predict the reaction product. The product is: [C:1]([O:5][C:6]([N:8]1[CH2:9][C@@H:10]([O:47][CH2:48][C@H:49]2[CH2:50][O:62]2)[C@H:11]([C:28]2[CH:29]=[CH:30][C:31]([O:34][CH2:35][CH2:36][CH2:37][O:38][C:39]3[CH:44]=[CH:43][CH:42]=[CH:41][C:40]=3[C:45]#[N:46])=[CH:32][CH:33]=2)[C@@H:12]([O:14][CH2:15][C:16]2[CH:25]=[C:24]([O:26][CH3:27])[C:23]3[C:18](=[CH:19][CH:20]=[CH:21][CH:22]=3)[CH:17]=2)[CH2:13]1)=[O:7])([CH3:2])([CH3:3])[CH3:4].